Dataset: CYP2D6 inhibition data for predicting drug metabolism from PubChem BioAssay. Task: Regression/Classification. Given a drug SMILES string, predict its absorption, distribution, metabolism, or excretion properties. Task type varies by dataset: regression for continuous measurements (e.g., permeability, clearance, half-life) or binary classification for categorical outcomes (e.g., BBB penetration, CYP inhibition). Dataset: cyp2d6_veith. (1) The molecule is O=C(O)c1cccc(C(=O)O)c1S(=O)Cc1ccccc1. The result is 0 (non-inhibitor). (2) The molecule is CCNc1ncc2nc(-c3ccc(OC)cc3)c(=O)n(CCC#N)c2n1. The result is 0 (non-inhibitor). (3) The compound is O=C(c1cccc(F)c1)N1CCC2(CCN(Cc3ccccc3)CC2)CC1. The result is 1 (inhibitor). (4) The molecule is CN(C)S(=O)(=O)Nc1ccccn1. The result is 0 (non-inhibitor). (5) The compound is COCCCNC(=O)C1CCN(S(=O)(=O)N(CC(C)C)CC(C)C)CC1. The result is 0 (non-inhibitor).